The task is: Predict the reactants needed to synthesize the given product.. This data is from Full USPTO retrosynthesis dataset with 1.9M reactions from patents (1976-2016). (1) Given the product [Br:1][C:2]1[CH:10]=[C:9]2[C:5]([CH:6]=[CH:7][N:8]2[CH2:28][CH2:29][CH2:22][C:23]([OH:25])=[O:24])=[CH:4][CH:3]=1, predict the reactants needed to synthesize it. The reactants are: [Br:1][C:2]1[CH:10]=[C:9]2[C:5]([CH:6]=[CH:7][NH:8]2)=[CH:4][CH:3]=1.C[Si]([N-][Si](C)(C)C)(C)C.[Na+].Br[CH2:22][C:23]([O:25]CC)=[O:24].[CH2:28]1COC[CH2:29]1. (2) Given the product [C:1]([O:5][CH2:6][CH2:7][O:8][C:9]1[CH:10]=[CH:11][CH:12]=[CH:13][CH:14]=1)(=[O:4])[CH:2]=[CH2:3].[C:15]([O:20][CH3:21])(=[O:19])[C:16]([CH3:18])=[CH2:17].[C:22]([OH:26])(=[O:25])[CH:23]=[CH2:24], predict the reactants needed to synthesize it. The reactants are: [C:1]([O:5][CH2:6][CH2:7][O:8][C:9]1[CH:14]=[CH:13][CH:12]=[CH:11][CH:10]=1)(=[O:4])[CH:2]=[CH2:3].[C:15]([O:20][CH3:21])(=[O:19])[C:16]([CH3:18])=[CH2:17].[C:22]([OH:26])(=[O:25])[CH:23]=[CH2:24].N(C(C)(C)C(OC)=O)=NC(C)(C)C(OC)=O. (3) The reactants are: [CH2:1]([NH:8][C:9]1[C:18]2[C:13](=[N:14][CH:15]=[N:16][CH:17]=2)[N:12]([O:19]CC2C=CC=CC=2)[C:11](=[O:27])[N:10]=1)[C:2]1[CH:7]=[CH:6][CH:5]=[CH:4][CH:3]=1.CO.[H][H]. Given the product [CH2:1]([NH:8][C:9]1[C:18]2[C:13](=[N:14][CH:15]=[N:16][CH:17]=2)[N:12]([OH:19])[C:11](=[O:27])[N:10]=1)[C:2]1[CH:7]=[CH:6][CH:5]=[CH:4][CH:3]=1, predict the reactants needed to synthesize it. (4) The reactants are: [CH3:1]C[O-].[Na+].[S:5]1[CH:9]=[CH:8][C:7](C=O)=[CH:6]1.[C:12]([O:21]CC)(=[O:20])[CH2:13][CH2:14][C:15]([O:17][CH2:18][CH3:19])=[O:16]. Given the product [CH2:18]([O:17][C:15]([C:14](=[CH:1][C:9]1[S:5][CH:6]=[CH:7][CH:8]=1)[CH2:13][C:12]([OH:21])=[O:20])=[O:16])[CH3:19], predict the reactants needed to synthesize it. (5) Given the product [C:16]1([C:3]2[C:2]([C:23]3[CH:24]=[CH:25][CH:26]=[CH:27][C:22]=3[CH3:31])=[N:11][C:10]3[C:5](=[CH:6][CH:7]=[C:8]([C:12]([OH:14])=[O:13])[CH:9]=3)[N:4]=2)[CH:21]=[CH:20][CH:19]=[CH:18][CH:17]=1, predict the reactants needed to synthesize it. The reactants are: Br[C:2]1[C:3]([C:16]2[CH:21]=[CH:20][CH:19]=[CH:18][CH:17]=2)=[N:4][C:5]2[C:10]([N:11]=1)=[CH:9][C:8]([C:12]([O:14]C)=[O:13])=[CH:7][CH:6]=2.[C:22]1([CH3:31])[CH:27]=[CH:26][CH:25]=[CH:24][C:23]=1B(O)O. (6) Given the product [C:32]1([C:30]2[N:29]=[C:28]([C:38]3[CH:39]=[CH:40][CH:41]=[CH:42][CH:43]=3)[N:27]=[C:26]([C:21]3[CH:20]=[C:19]([C:58]4[CH:59]=[CH:60][CH:61]=[C:56]([C:52]5[CH:51]=[N:50][CH:55]=[CH:54][CH:53]=5)[CH:57]=4)[CH:24]=[C:23]([C:13]4[C:14]5[C:5]([C:6]6[CH:7]=[CH:8][CH:9]=[CH:10][C:11]=6[CH:12]=4)=[CH:4][CH:3]=[CH:2][CH:1]=5)[CH:22]=3)[N:31]=2)[CH:37]=[CH:36][CH:35]=[CH:34][CH:33]=1, predict the reactants needed to synthesize it. The reactants are: [CH:1]1[C:14]2[CH:13]=[C:12](B(O)O)[C:11]3[C:6](=[CH:7][CH:8]=[CH:9][CH:10]=3)[C:5]=2[CH:4]=[CH:3][CH:2]=1.Br[C:19]1[CH:20]=[C:21]([C:26]2[N:31]=[C:30]([C:32]3[CH:37]=[CH:36][CH:35]=[CH:34][CH:33]=3)[N:29]=[C:28]([C:38]3[CH:43]=[CH:42][CH:41]=[CH:40][CH:39]=3)[N:27]=2)[CH:22]=[C:23](Br)[CH:24]=1.C([O-])([O-])=O.[K+].[K+].[N:50]1[CH:55]=[CH:54][CH:53]=[C:52]([C:56]2[CH:57]=[C:58](B(O)O)[CH:59]=[CH:60][CH:61]=2)[CH:51]=1.